This data is from Catalyst prediction with 721,799 reactions and 888 catalyst types from USPTO. The task is: Predict which catalyst facilitates the given reaction. (1) Reactant: Br[C:2]1[C:11]([F:12])=[CH:10][C:5]([C:6]([O:8][CH3:9])=[O:7])=[C:4]([O:13][CH3:14])[CH:3]=1.[CH3:15][C:16]1([CH3:32])[C:20]([CH3:22])([CH3:21])[O:19][B:18]([B:18]2[O:19][C:20]([CH3:22])([CH3:21])[C:16]([CH3:32])([CH3:15])[O:17]2)[O:17]1. Product: [F:12][C:11]1[C:2]([B:18]2[O:19][C:20]([CH3:22])([CH3:21])[C:16]([CH3:32])([CH3:15])[O:17]2)=[CH:3][C:4]([O:13][CH3:14])=[C:5]([CH:10]=1)[C:6]([O:8][CH3:9])=[O:7]. The catalyst class is: 294. (2) Reactant: [OH:1][C:2]1[C:3](I)=[C:4]2[C:9](=[CH:10][CH:11]=1)[N:8]=[CH:7][CH:6]=[CH:5]2.Cl[C:14]1[C:23]2[C:18](=[CH:19][C:20]([O:26][CH3:27])=[C:21]([O:24][CH3:25])[CH:22]=2)[N:17]=[CH:16][CH:15]=1.[Cl:28]C1C=CC=CC=1Cl. Product: [Cl:28][C:3]1[C:2]([O:1][C:14]2[C:23]3[C:18](=[CH:19][C:20]([O:26][CH3:27])=[C:21]([O:24][CH3:25])[CH:22]=3)[N:17]=[CH:16][CH:15]=2)=[CH:11][CH:10]=[C:9]2[C:4]=1[CH:5]=[CH:6][CH:7]=[N:8]2. The catalyst class is: 277.